From a dataset of NCI-60 drug combinations with 297,098 pairs across 59 cell lines. Regression. Given two drug SMILES strings and cell line genomic features, predict the synergy score measuring deviation from expected non-interaction effect. (1) Drug 1: C1=NC(=NC(=O)N1C2C(C(C(O2)CO)O)O)N. Drug 2: CC1C(C(CC(O1)OC2CC(CC3=C2C(=C4C(=C3O)C(=O)C5=CC=CC=C5C4=O)O)(C(=O)C)O)N)O. Cell line: MCF7. Synergy scores: CSS=43.6, Synergy_ZIP=3.67, Synergy_Bliss=7.29, Synergy_Loewe=-1.11, Synergy_HSA=8.71. (2) Drug 1: C1=NC2=C(N=C(N=C2N1C3C(C(C(O3)CO)O)F)Cl)N. Drug 2: CCN(CC)CCCC(C)NC1=C2C=C(C=CC2=NC3=C1C=CC(=C3)Cl)OC. Cell line: SW-620. Synergy scores: CSS=5.10, Synergy_ZIP=3.53, Synergy_Bliss=4.24, Synergy_Loewe=3.05, Synergy_HSA=3.39. (3) Cell line: UACC-257. Synergy scores: CSS=65.8, Synergy_ZIP=3.25, Synergy_Bliss=2.81, Synergy_Loewe=-41.5, Synergy_HSA=1.06. Drug 2: CC=C1C(=O)NC(C(=O)OC2CC(=O)NC(C(=O)NC(CSSCCC=C2)C(=O)N1)C(C)C)C(C)C. Drug 1: C1=CC(=CC=C1CC(C(=O)O)N)N(CCCl)CCCl.Cl. (4) Drug 1: CC1C(C(CC(O1)OC2CC(CC3=C2C(=C4C(=C3O)C(=O)C5=C(C4=O)C(=CC=C5)OC)O)(C(=O)CO)O)N)O.Cl. Drug 2: CN(CCCl)CCCl.Cl. Cell line: CAKI-1. Synergy scores: CSS=37.2, Synergy_ZIP=-15.4, Synergy_Bliss=-6.76, Synergy_Loewe=-7.03, Synergy_HSA=-1.76.